Task: Predict the product of the given reaction.. Dataset: Forward reaction prediction with 1.9M reactions from USPTO patents (1976-2016) (1) Given the reactants C(NC(C)C)(C)C.[Li]CCCC.[Br:13][C:14]1[CH:19]=[C:18]([F:20])[CH:17]=[C:16]([F:21])[CH:15]=1.CN(C)[CH:24]=[O:25], predict the reaction product. The product is: [Br:13][C:14]1[CH:19]=[C:18]([F:20])[C:17]([CH:24]=[O:25])=[C:16]([F:21])[CH:15]=1. (2) Given the reactants [CH3:1][O:2][C:3]([C:5]1[C:6](=[O:17])[S:7][C:8]2[C:13]([C:14]=1[OH:15])=[CH:12][CH:11]=[C:10](Br)[CH:9]=2)=[O:4].[CH:18]1(B(O)O)[CH2:20][CH2:19]1, predict the reaction product. The product is: [CH3:1][O:2][C:3]([C:5]1[C:6](=[O:17])[S:7][C:8]2[C:13]([C:14]=1[OH:15])=[CH:12][CH:11]=[C:10]([CH:18]1[CH2:20][CH2:19]1)[CH:9]=2)=[O:4]. (3) Given the reactants [F:1][C:2]1[CH:3]=[C:4]([CH:7]=[CH:8][C:9]=1[O:10][CH3:11])[CH:5]=O.[C:12]([CH2:17][CH:18]=P(C1C=CC=CC=1)(C1C=CC=CC=1)C1C=CC=CC=1)([O:14][CH2:15][CH3:16])=[O:13], predict the reaction product. The product is: [CH2:15]([O:14][C:12](=[O:13])/[C:17](/[CH3:18])=[CH:5]/[C:4]1[CH:7]=[CH:8][C:9]([O:10][CH3:11])=[C:2]([F:1])[CH:3]=1)[CH3:16]. (4) Given the reactants [NH2:1][C:2]1[N:10]=[C:9]([NH2:11])[CH:8]=[CH:7][C:3]=1[C:4]([OH:6])=O.ON1C2C=CC=CC=2N=N1.CCN=C=NCCCN(C)C.[F:33][C:34]1[CH:41]=[CH:40][CH:39]=[CH:38][C:35]=1[CH2:36][NH2:37], predict the reaction product. The product is: [F:33][C:34]1[CH:41]=[CH:40][CH:39]=[CH:38][C:35]=1[CH2:36][NH:37][C:4](=[O:6])[C:3]1[CH:7]=[CH:8][C:9]([NH2:11])=[N:10][C:2]=1[NH2:1]. (5) Given the reactants C([O:8][C:9]1[CH:14]=[CH:13][N:12]([CH2:15][CH2:16][O:17][CH3:18])[C:11](=[O:19])[CH:10]=1)C1C=CC=CC=1, predict the reaction product. The product is: [OH:8][C:9]1[CH:14]=[CH:13][N:12]([CH2:15][CH2:16][O:17][CH3:18])[C:11](=[O:19])[CH:10]=1.